This data is from Peptide-MHC class I binding affinity with 185,985 pairs from IEDB/IMGT. The task is: Regression. Given a peptide amino acid sequence and an MHC pseudo amino acid sequence, predict their binding affinity value. This is MHC class I binding data. (1) The peptide sequence is FPLWNTEKI. The MHC is HLA-A25:01 with pseudo-sequence HLA-A25:01. The binding affinity (normalized) is 0.0847. (2) The MHC is HLA-A02:02 with pseudo-sequence HLA-A02:02. The binding affinity (normalized) is 0.339. The peptide sequence is SAFDERRNRYL. (3) The peptide sequence is MTYLDGHPV. The MHC is HLA-B83:01 with pseudo-sequence HLA-B83:01. The binding affinity (normalized) is 0.213. (4) The peptide sequence is WESGAVLCV. The MHC is HLA-B48:01 with pseudo-sequence HLA-B48:01. The binding affinity (normalized) is 0.0847.